This data is from Reaction yield outcomes from USPTO patents with 853,638 reactions. The task is: Predict the reaction yield, written as a fraction of the theoretical maximum amount of product (1.0 means a 100% yield; for example, 0.34 means a 34% yield). (1) The reactants are [NH2:1][C:2]1[C:11](Br)=[CH:10][CH:9]=[CH:8][C:3]=1[C:4]([O:6][CH3:7])=[O:5].[CH:13]([N:16]([CH:28]([CH3:30])[CH3:29])[C:17]([C:19]1[CH:24]=[CH:23][N:22]=[CH:21][C:20]=1B(O)O)=[O:18])([CH3:15])[CH3:14].C(=O)([O-])[O-].[Cs+].[Cs+].O. The catalyst is O1CCOCC1.C1C=CC(P(C2C=CC=CC=2)[C-]2C=CC=C2)=CC=1.C1C=CC(P(C2C=CC=CC=2)[C-]2C=CC=C2)=CC=1.Cl[Pd]Cl.[Fe+2]. The product is [NH2:1][C:2]1[C:11]([C:24]2[CH:23]=[N:22][CH:21]=[CH:20][C:19]=2[C:17](=[O:18])[N:16]([CH:28]([CH3:30])[CH3:29])[CH:13]([CH3:14])[CH3:15])=[CH:10][CH:9]=[CH:8][C:3]=1[C:4]([O:6][CH3:7])=[O:5]. The yield is 0.310. (2) The reactants are [CH3:1][NH:2][CH2:3][C:4]1[N:5]([CH3:13])[C:6]2[C:11]([CH:12]=1)=[CH:10][CH:9]=[CH:8][CH:7]=2.[CH3:14][C:15]1([CH3:31])[O:20][C:19]2[CH:21]=[C:22]([CH:25]=[CH:26][C:27]([OH:29])=O)[CH:23]=[N:24][C:18]=2[NH:17][C:16]1=[O:30]. No catalyst specified. The product is [CH3:31][C:15]1([CH3:14])[O:20][C:19]2[CH:21]=[C:22](/[CH:25]=[CH:26]/[C:27]([N:2]([CH3:1])[CH2:3][C:4]3[N:5]([CH3:13])[C:6]4[C:11]([CH:12]=3)=[CH:10][CH:9]=[CH:8][CH:7]=4)=[O:29])[CH:23]=[N:24][C:18]=2[NH:17][C:16]1=[O:30]. The yield is 0.640. (3) The reactants are [NH2:1][C:2]1[C:7]([CH:8]=O)=[CH:6][CH:5]=[CH:4][N:3]=1.Br.Br[CH2:12][C:13]([C:15]1[CH:20]=[CH:19][CH:18]=[CH:17][N:16]=1)=O.[OH-:21].[Na+].Cl. The catalyst is ClCCl. The product is [N:16]1[CH:17]=[CH:18][CH:19]=[CH:20][C:15]=1[C:13]1[C:12]([OH:21])=[CH:8][C:7]2[C:2](=[N:3][CH:4]=[CH:5][CH:6]=2)[N:1]=1. The yield is 0.130. (4) The product is [F:12][C:13]1[CH:18]=[CH:17][C:16]([C:2]2[S:11][C:5]3[C:6](=[O:10])[NH:7][CH2:8][CH2:9][C:4]=3[CH:3]=2)=[CH:15][CH:14]=1. The reactants are Br[C:2]1[S:11][C:5]2[C:6](=[O:10])[NH:7][CH2:8][CH2:9][C:4]=2[CH:3]=1.[F:12][C:13]1[CH:18]=[CH:17][C:16](B(O)O)=[CH:15][CH:14]=1.C(=O)([O-])[O-].[Na+].[Na+]. The yield is 0.750. The catalyst is CN(C)C=O.CO.O.[Pd].C1(P(C2C=CC=CC=2)C2C=CC=CC=2)C=CC=CC=1.C1(P(C2C=CC=CC=2)C2C=CC=CC=2)C=CC=CC=1.C1(P(C2C=CC=CC=2)C2C=CC=CC=2)C=CC=CC=1.C1(P(C2C=CC=CC=2)C2C=CC=CC=2)C=CC=CC=1. (5) The reactants are [CH3:1][O:2][C:3]1[CH:8]=[CH:7][C:6]([C:9]([F:12])([F:11])[F:10])=[CH:5][C:4]=1[N:13]=[C:14]=[O:15].[NH2:16][C:17]1[CH:34]=[CH:33][C:20]([O:21][C:22]2[CH:23]=[C:24]3[C:28](=[CH:29][CH:30]=2)[C:27](=[O:31])[NH:26][C:25]3=[O:32])=[CH:19][CH:18]=1.C(Cl)Cl. The catalyst is CO. The product is [CH3:1][O:2][C:3]1[CH:8]=[CH:7][C:6]([C:9]([F:12])([F:11])[F:10])=[CH:5][C:4]=1[NH:13][C:14]([NH:16][C:17]1[CH:18]=[CH:19][C:20]([O:21][C:22]2[CH:23]=[C:24]3[C:28](=[CH:29][CH:30]=2)[C:27](=[O:31])[NH:26][C:25]3=[O:32])=[CH:33][CH:34]=1)=[O:15]. The yield is 0.960. (6) The reactants are [C:1]([NH:4][C:5]1[C:6]([NH:13][C:14]2[CH:19]=[CH:18][C:17]([N:20]3[CH2:25][CH2:24][N:23]([CH2:26][C:27]([CH3:33])([CH3:32])[C:28]([O:30]C)=[O:29])[CH2:22][CH2:21]3)=[CH:16][CH:15]=2)=[CH:7][C:8]([O:11][CH3:12])=[N:9][CH:10]=1)(=[O:3])[CH3:2].[OH-].[Na+].Cl. The catalyst is CO. The product is [C:1]([NH:4][C:5]1[C:6]([NH:13][C:14]2[CH:15]=[CH:16][C:17]([N:20]3[CH2:21][CH2:22][N:23]([CH2:26][C:27]([CH3:33])([CH3:32])[C:28]([OH:30])=[O:29])[CH2:24][CH2:25]3)=[CH:18][CH:19]=2)=[CH:7][C:8]([O:11][CH3:12])=[N:9][CH:10]=1)(=[O:3])[CH3:2]. The yield is 0.390.